The task is: Predict the reaction yield, written as a fraction of the theoretical maximum amount of product (1.0 means a 100% yield; for example, 0.34 means a 34% yield).. This data is from Reaction yield outcomes from USPTO patents with 853,638 reactions. (1) The reactants are C(N(CC)CC)C.ClC(OCC(C)C)=O.[C:16]([O:20][C:21]([NH:23][C:24]1([C:29](O)=[O:30])[CH2:28][CH2:27][CH2:26][CH2:25]1)=[O:22])([CH3:19])([CH3:18])[CH3:17].[BH4-].[Na+]. The catalyst is O1CCCC1.O.C(OCC)(=O)C. The product is [C:16]([O:20][C:21](=[O:22])[NH:23][C:24]1([CH2:29][OH:30])[CH2:28][CH2:27][CH2:26][CH2:25]1)([CH3:19])([CH3:17])[CH3:18]. The yield is 0.250. (2) The reactants are [O-]P([O-])([O-])=O.[K+].[K+].[K+].[NH:9]1[CH2:13][CH2:12][NH:11][C:10]1=[O:14].I[C:16]1[CH:17]=[C:18]([O:22][CH3:23])[CH:19]=[CH:20][CH:21]=1.CNCCNC. The catalyst is [Cu]I.CN(C=O)C. The product is [CH3:23][O:22][C:18]1[CH:17]=[C:16]([N:9]2[CH2:13][CH2:12][NH:11][C:10]2=[O:14])[CH:21]=[CH:20][CH:19]=1. The yield is 0.750. (3) The reactants are C(=O)([O-])[O-].[Cs+].[Cs+].CN(C)C=O.[F:12][C:13]1[CH:18]=[CH:17][C:16]([N:19]2[C@H:22]([C:23]3[CH:28]=[CH:27][C:26]([OH:29])=[CH:25][CH:24]=3)[C@@H:21]([CH2:30][CH2:31][C@@H:32]([C:34]3[CH:39]=[CH:38][C:37]([F:40])=[CH:36][CH:35]=3)[OH:33])[C:20]2=[O:41])=[CH:15][CH:14]=1.Br[CH2:43][C:44]([O:46][C:47]([CH3:50])([CH3:49])[CH3:48])=[O:45]. The catalyst is C(OCC)(=O)C.CCCCCC. The product is [F:12][C:13]1[CH:14]=[CH:15][C:16]([N:19]2[C:20](=[O:41])[C@H:21]([CH2:30][CH2:31][C@@H:32]([C:34]3[CH:35]=[CH:36][C:37]([F:40])=[CH:38][CH:39]=3)[OH:33])[C@H:22]2[C:23]2[CH:24]=[CH:25][C:26]([O:29][CH2:43][C:44]([O:46][C:47]([CH3:50])([CH3:49])[CH3:48])=[O:45])=[CH:27][CH:28]=2)=[CH:17][CH:18]=1. The yield is 0.920. (4) The reactants are [Cl:1][C:2]1[CH:7]=[CH:6][C:5]([CH:8]([C:10]2[CH:15]=[CH:14][C:13]([Cl:16])=[CH:12][CH:11]=2)O)=[CH:4][CH:3]=1.CN(C)C=O.S(Cl)([Cl:24])=O. The catalyst is ClCCl. The product is [Cl:1][C:2]1[CH:7]=[CH:6][C:5]([CH:8]([Cl:24])[C:10]2[CH:15]=[CH:14][C:13]([Cl:16])=[CH:12][CH:11]=2)=[CH:4][CH:3]=1. The yield is 0.880. (5) The reactants are [CH2:1]([NH:8][C:9](=O)[C:10]1[CH:15]=[CH:14][CH:13]=[C:12]([O:16][CH3:17])[C:11]=1[O:18][CH3:19])[CH2:2][CH2:3][CH2:4][CH2:5][CH2:6][CH3:7].B. The catalyst is C1COCC1.C(OCC)C. The product is [CH3:19][O:18][C:11]1[C:12]([O:16][CH3:17])=[CH:13][CH:14]=[CH:15][C:10]=1[CH2:9][NH:8][CH2:1][CH2:2][CH2:3][CH2:4][CH2:5][CH2:6][CH3:7]. The yield is 0.550. (6) The reactants are [ClH:1].[CH3:2][O:3][C:4]1[CH:5]=[C:6]2[C:10](=[CH:11][CH:12]=1)[NH:9][C:8](=[O:13])[C@:7]12[CH2:15][C@H:14]1[C:16]1[CH:24]=[C:23]2[C:19]([C:20]([C:25]3[CH:26]=[N:27][C:28]([N:31]4[CH2:36][CH2:35][N:34]([CH3:37])[CH2:33][CH2:32]4)=[CH:29][CH:30]=3)=[N:21][NH:22]2)=[CH:18][CH:17]=1. The catalyst is CO.C(Cl)Cl. The product is [ClH:1].[ClH:1].[CH3:2][O:3][C:4]1[CH:5]=[C:6]2[C:10](=[CH:11][CH:12]=1)[NH:9][C:8](=[O:13])[C:7]12[CH2:15][CH:14]1[C:16]1[CH:24]=[C:23]2[C:19]([C:20]([C:25]3[CH:26]=[N:27][C:28]([N:31]4[CH2:32][CH2:33][N:34]([CH3:37])[CH2:35][CH2:36]4)=[CH:29][CH:30]=3)=[N:21][NH:22]2)=[CH:18][CH:17]=1. The yield is 0.880. (7) The reactants are [F:1][C:2]1[CH:7]=[C:6]([CH2:8]O)[CH:5]=[C:4]([NH:10][CH2:11][C:12]2[CH:17]=[CH:16][C:15]([O:18][CH3:19])=[CH:14][CH:13]=2)[N:3]=1.C(N(CC)CC)C.CS(Cl)(=O)=O.[CH:32]([C:35]1[C:40](=[O:41])[NH:39][C:38](=[O:42])[NH:37][C:36]=1[C:43]([C:45]1[CH:46]=[C:47]([CH:51]=[CH:52][C:53]#[N:54])[CH:48]=[CH:49][CH:50]=1)=[O:44])([CH3:34])[CH3:33].C(=O)([O-])[O-].[K+].[K+].[I-].[Li+]. The catalyst is C(Cl)(Cl)Cl.ClCCl.CN(C=O)C. The product is [F:1][C:2]1[CH:7]=[C:6]([CH2:8][N:37]2[C:36]([C:43]([C:45]3[CH:46]=[C:47]([CH:51]=[CH:52][C:53]#[N:54])[CH:48]=[CH:49][CH:50]=3)=[O:44])=[C:35]([CH:32]([CH3:33])[CH3:34])[C:40](=[O:41])[NH:39][C:38]2=[O:42])[CH:5]=[C:4]([NH:10][CH2:11][C:12]2[CH:17]=[CH:16][C:15]([O:18][CH3:19])=[CH:14][CH:13]=2)[N:3]=1. The yield is 0.460. (8) The reactants are [O:1]=[C:2]([CH3:9])[CH2:3][C:4]([O:6][CH2:7][CH3:8])=[O:5].[H-].[Na+].Cl[C:13]1[CH:18]=[CH:17][N:16]([CH3:19])[C:15](=[O:20])[C:14]=1[N+:21]([O-:23])=[O:22]. The catalyst is O1CCCC1. The product is [CH3:19][N:16]1[CH:17]=[CH:18][C:13]([CH:3]([C:2](=[O:1])[CH3:9])[C:4]([O:6][CH2:7][CH3:8])=[O:5])=[C:14]([N+:21]([O-:23])=[O:22])[C:15]1=[O:20]. The yield is 0.560.